From a dataset of Catalyst prediction with 721,799 reactions and 888 catalyst types from USPTO. Predict which catalyst facilitates the given reaction. (1) Reactant: [SH:1][C:2]1[N:3]([CH3:7])[CH:4]=[CH:5][N:6]=1.[H-].[Na+].[F:10][C:11]1[CH:12]=[C:13]([N+:18]([O-:20])=[O:19])[CH:14]=[CH:15][C:16]=1F.O. Product: [F:10][C:11]1[CH:12]=[C:13]([N+:18]([O-:20])=[O:19])[CH:14]=[CH:15][C:16]=1[S:1][C:2]1[N:3]([CH3:7])[CH:4]=[CH:5][N:6]=1. The catalyst class is: 3. (2) Reactant: [Br:1][C:2]1[CH:7]=[C:6]([F:8])[CH:5]=[C:4]([Br:9])[C:3]=1[OH:10].[C:11](=O)([O-])[O-].[K+].[K+].S(OC)(OC)(=O)=O. Product: [Br:1][C:2]1[CH:7]=[C:6]([F:8])[CH:5]=[C:4]([Br:9])[C:3]=1[O:10][CH3:11]. The catalyst class is: 21. (3) Reactant: [CH3:1][O:2][C:3]([CH:5]1[CH2:9][S:8][CH:7]([CH2:10][C:11]([NH:21][C:22]([O:24][C:25]([CH3:28])([CH3:27])[CH3:26])=[O:23])([C:18]([OH:20])=O)[C:12]2[CH:17]=[CH:16][CH:15]=[CH:14][CH:13]=2)[NH:6]1)=[O:4].CC1C=CC(S(O)(=O)=O)=CC=1.O. Product: [CH3:1][O:2][C:3]([CH:5]1[CH2:9][S:8][CH:7]2[CH2:10][C:11]([NH:21][C:22]([O:24][C:25]([CH3:28])([CH3:26])[CH3:27])=[O:23])([C:12]3[CH:17]=[CH:16][CH:15]=[CH:14][CH:13]=3)[C:18](=[O:20])[N:6]12)=[O:4]. The catalyst class is: 11. (4) Reactant: [F:1][C:2]1[CH:3]=[C:4]([NH2:21])[CH:5]=[CH:6][C:7]=1[O:8][C:9]1[CH:14]=[CH:13][N:12]=[C:11]2[CH:15]=[C:16]([CH2:18][CH2:19][CH3:20])[S:17][C:10]=12.[C:22]1([CH2:28][C:29]([N:31]=[C:32]=[S:33])=[O:30])[CH:27]=[CH:26][CH:25]=[CH:24][CH:23]=1. Product: [F:1][C:2]1[CH:3]=[C:4]([NH:21][C:32]([NH:31][C:29](=[O:30])[CH2:28][C:22]2[CH:23]=[CH:24][CH:25]=[CH:26][CH:27]=2)=[S:33])[CH:5]=[CH:6][C:7]=1[O:8][C:9]1[CH:14]=[CH:13][N:12]=[C:11]2[CH:15]=[C:16]([CH2:18][CH2:19][CH3:20])[S:17][C:10]=12. The catalyst class is: 234. (5) Reactant: [CH2:1]([O:8][C@@H:9]1[C@@H:14]([O:15][CH2:16][C:17]2[CH:22]=[CH:21][CH:20]=[CH:19][CH:18]=2)[C@H:13]([O:23][CH2:24][C:25]2[CH:30]=[CH:29][CH:28]=[CH:27][CH:26]=2)[C@@H:12]([CH2:31][O:32][CH2:33][C:34]2[CH:39]=[CH:38][CH:37]=[CH:36][CH:35]=2)[O:11][C@:10]21[C:47]1[C:42](=[CH:43][C:44]([Cl:57])=[C:45]([CH2:48][C:49]3[CH:54]=[CH:53][C:52]([CH2:55][CH3:56])=[CH:51][CH:50]=3)[CH:46]=1)[CH:41](O)[CH2:40]2)[C:2]1[CH:7]=[CH:6][CH:5]=[CH:4][CH:3]=1.CCN(S(F)(F)[F:65])CC. Product: [CH2:1]([O:8][C@@H:9]1[C@@H:14]([O:15][CH2:16][C:17]2[CH:22]=[CH:21][CH:20]=[CH:19][CH:18]=2)[C@H:13]([O:23][CH2:24][C:25]2[CH:30]=[CH:29][CH:28]=[CH:27][CH:26]=2)[C@@H:12]([CH2:31][O:32][CH2:33][C:34]2[CH:39]=[CH:38][CH:37]=[CH:36][CH:35]=2)[O:11][C@:10]21[C:47]1[C:42](=[CH:43][C:44]([Cl:57])=[C:45]([CH2:48][C:49]3[CH:54]=[CH:53][C:52]([CH2:55][CH3:56])=[CH:51][CH:50]=3)[CH:46]=1)[CH:41]([F:65])[CH2:40]2)[C:2]1[CH:7]=[CH:6][CH:5]=[CH:4][CH:3]=1. The catalyst class is: 4. (6) Reactant: CN(C(ON1N=NC2C=CC=NC1=2)=[N+](C)C)C.F[P-](F)(F)(F)(F)F.Cl.Cl.[Cl:27][C:28]1[C:29]([F:54])=[C:30]([NH:34][C:35]2[C:44]3[C:39](=[CH:40][C:41]([O:47][CH:48]4[CH2:53][CH2:52][NH:51][CH2:50][CH2:49]4)=[C:42]([O:45][CH3:46])[CH:43]=3)[N:38]=[CH:37][N:36]=2)[CH:31]=[CH:32][CH:33]=1.C(N(C(C)C)CC)(C)C.[CH3:64][O:65][CH2:66][C:67](O)=[O:68]. Product: [Cl:27][C:28]1[C:29]([F:54])=[C:30]([NH:34][C:35]2[C:44]3[C:39](=[CH:40][C:41]([O:47][CH:48]4[CH2:53][CH2:52][N:51]([C:67](=[O:68])[CH2:66][O:65][CH3:64])[CH2:50][CH2:49]4)=[C:42]([O:45][CH3:46])[CH:43]=3)[N:38]=[CH:37][N:36]=2)[CH:31]=[CH:32][CH:33]=1. The catalyst class is: 2. (7) Reactant: [C:1]([C:5]1[CH:14]=[CH:13][C:8]2[NH:9][C:10](Cl)=[N:11][C:7]=2[CH:6]=1)([CH3:4])([CH3:3])[CH3:2].[C:15]([O:19][C:20](=[O:47])[N:21]([CH2:26][C@@H:27]1[C@@H:34]2[C@@H:30]([O:31][C:32]([CH3:36])([CH3:35])[O:33]2)[C@H:29]([N:37]2[CH:45]=[N:44][C:43]3[C:38]2=[N:39][CH:40]=[N:41][C:42]=3[NH2:46])[O:28]1)[CH2:22][CH2:23][CH2:24][NH2:25])([CH3:18])([CH3:17])[CH3:16]. Product: [C:15]([O:19][C:20](=[O:47])[N:21]([CH2:26][C@@H:27]1[C@@H:34]2[C@@H:30]([O:31][C:32]([CH3:36])([CH3:35])[O:33]2)[C@H:29]([N:37]2[CH:45]=[N:44][C:43]3[C:38]2=[N:39][CH:40]=[N:41][C:42]=3[NH2:46])[O:28]1)[CH2:22][CH2:23][CH2:24][NH:25][C:10]1[NH:9][C:8]2[CH:13]=[CH:14][C:5]([C:1]([CH3:4])([CH3:3])[CH3:2])=[CH:6][C:7]=2[N:11]=1)([CH3:16])([CH3:17])[CH3:18]. The catalyst class is: 114. (8) Reactant: Cl[C:2]1[N:11]=[C:10]([N:12]2[CH2:17][CH2:16][O:15][CH2:14][CH2:13]2)[C:9]2[C:4](=[CH:5][C:6]([C:18]3[O:22][C:21]([C:23]#[N:24])=[CH:20][CH:19]=3)=[CH:7][CH:8]=2)[N:3]=1.[F:25][C:26]1[CH:27]=[C:28]([NH:41][C:42](=[O:55])[NH:43][C:44]2[CH:54]=[CH:53][C:47]([C:48]([N:50]([CH3:52])[CH3:51])=[O:49])=[CH:46][CH:45]=2)[CH:29]=[CH:30][C:31]=1B1OC(C)(C)C(C)(C)O1.C(=O)([O-])[O-].[Cs+].[Cs+].CN(C=O)C. Product: [C:23]([C:21]1[O:22][C:18]([C:6]2[CH:5]=[C:4]3[C:9]([C:10]([N:12]4[CH2:17][CH2:16][O:15][CH2:14][CH2:13]4)=[N:11][C:2]([C:31]4[CH:30]=[CH:29][C:28]([NH:41][C:42](=[O:55])[NH:43][C:44]5[CH:54]=[CH:53][C:47]([C:48]([N:50]([CH3:52])[CH3:51])=[O:49])=[CH:46][CH:45]=5)=[CH:27][C:26]=4[F:25])=[N:3]3)=[CH:8][CH:7]=2)=[CH:19][CH:20]=1)#[N:24]. The catalyst class is: 189. (9) Reactant: [CH3:1][N:2]1[CH2:8][CH:7]=[CH:6][CH2:5][C@H:4]([NH:9]C(=O)OC(C)(C)C)[C:3]1=[O:17].Cl. Product: [NH2:9][C@H:4]1[CH2:5][CH:6]=[CH:7][CH2:8][N:2]([CH3:1])[C:3]1=[O:17]. The catalyst class is: 2.